The task is: Regression. Given a peptide amino acid sequence and an MHC pseudo amino acid sequence, predict their binding affinity value. This is MHC class II binding data.. This data is from Peptide-MHC class II binding affinity with 134,281 pairs from IEDB. (1) The peptide sequence is LMLLALIAVLTGGVT. The binding affinity (normalized) is 0.627. The MHC is DRB1_0802 with pseudo-sequence DRB1_0802. (2) The peptide sequence is PVVHFFKNIVTPRTPPY. The MHC is DRB1_1302 with pseudo-sequence DRB1_1302. The binding affinity (normalized) is 0.453.